Dataset: Forward reaction prediction with 1.9M reactions from USPTO patents (1976-2016). Task: Predict the product of the given reaction. (1) The product is: [F:1][C:2]1[CH:7]=[CH:6][C:5]([C:8]2[N:9]([CH2:31][CH2:32][C@@H:33]([OH:45])[CH2:34][C@@H:35]([OH:44])[CH2:36][C:37]([OH:39])=[O:38])[C:10]([CH:28]([CH3:30])[CH3:29])=[C:11]([C:19](=[O:27])[NH:20][C:21]3[CH:26]=[CH:25][CH:24]=[CH:23][CH:22]=3)[C:12]=2[C:13]2[CH:18]=[CH:17][CH:16]=[CH:15][CH:14]=2)=[CH:4][CH:3]=1. Given the reactants [F:1][C:2]1[CH:7]=[CH:6][C:5]([C:8]2[N:9]([CH2:31][CH2:32][C@@H:33]([OH:45])[CH2:34][C@@H:35]([OH:44])[CH2:36][C:37]([O:39]C(C)(C)C)=[O:38])[C:10]([CH:28]([CH3:30])[CH3:29])=[C:11]([C:19](=[O:27])[NH:20][C:21]3[CH:26]=[CH:25][CH:24]=[CH:23][CH:22]=3)[C:12]=2[C:13]2[CH:18]=[CH:17][CH:16]=[CH:15][CH:14]=2)=[CH:4][CH:3]=1.[OH-].[K+].CO.O.Cl.CC(O)C, predict the reaction product. (2) Given the reactants [Cl:1][C:2]1[C:7]([Cl:8])=[CH:6][CH:5]=[CH:4][C:3]=1[C:9]([N:11]1[CH:16]=[CH:15][C:14]2[N:17]([C:20]3[N:25]=[C:24]([CH3:26])[CH:23]=[C:22]([CH3:27])[N:21]=3)[N:18]=[N:19][C:13]=2[CH:12]1[CH3:28])=[O:10].ClC1C(C(F)(F)F)=CC=CC=1C(N1C=CC2N(C3C(C)=CC(C)=CN=3)N=NC=2C1C)=O, predict the reaction product. The product is: [Cl:1][C:2]1[C:7]([Cl:8])=[CH:6][CH:5]=[CH:4][C:3]=1[C:9]([N:11]1[CH2:16][CH2:15][C:14]2[N:17]([C:20]3[N:25]=[C:24]([CH3:26])[CH:23]=[C:22]([CH3:27])[N:21]=3)[N:18]=[N:19][C:13]=2[CH:12]1[CH3:28])=[O:10]. (3) Given the reactants [NH2:1][C:2]1[CH:7]=[CH:6][C:5]([N:8]2[C:14](=[O:15])[CH2:13][C:12](=[O:16])[NH:11][C:10]3[C:17]4[C:22]([CH:23]=[CH:24][C:9]2=3)=[CH:21][CH:20]=[CH:19][CH:18]=4)=[CH:4][CH:3]=1.[O:25]([CH2:32][C:33](Cl)=[O:34])[C:26]1[CH:31]=[CH:30][CH:29]=[CH:28][CH:27]=1.C(NC1C=CC(N2C(=O)CC(=O)NC3C4C(C=CC2=3)=CC=CC=4)=CC=1)(=O)C1C=CC=CC=1, predict the reaction product. The product is: [O:25]([CH2:32][C:33]([NH:1][C:2]1[CH:7]=[CH:6][C:5]([N:8]2[C:14](=[O:15])[CH2:13][C:12](=[O:16])[NH:11][C:10]3[C:17]4[C:22]([CH:23]=[CH:24][C:9]2=3)=[CH:21][CH:20]=[CH:19][CH:18]=4)=[CH:4][CH:3]=1)=[O:34])[C:26]1[CH:31]=[CH:30][CH:29]=[CH:28][CH:27]=1. (4) Given the reactants [Cl:1][C:2]1[CH:3]=[C:4]([NH:9][C:10]2[C:19]3[C:14](=[CH:15][C:16]([O:21][CH3:22])=[C:17]([NH2:20])[CH:18]=3)[N:13]=[CH:12][N:11]=2)[CH:5]=[CH:6][C:7]=1[F:8].C(N(CC)CC)C.[Br:30][CH2:31]/[CH:32]=[CH:33]/[C:34](Cl)=[O:35], predict the reaction product. The product is: [Br:30][CH2:31]/[CH:32]=[CH:33]/[C:34]([NH:20][C:17]1[CH:18]=[C:19]2[C:14](=[CH:15][C:16]=1[O:21][CH3:22])[N:13]=[CH:12][N:11]=[C:10]2[NH:9][C:4]1[CH:5]=[CH:6][C:7]([F:8])=[C:2]([Cl:1])[CH:3]=1)=[O:35]. (5) Given the reactants O=P(Cl)(Cl)[Cl:3].[C:6]([C:8]1[CH:13]=[CH:12][N+:11]([O-])=[CH:10][CH:9]=1)#[N:7].[OH-].[Na+], predict the reaction product. The product is: [Cl:3][C:10]1[CH:9]=[C:8]([CH:13]=[CH:12][N:11]=1)[C:6]#[N:7].